Predict the reaction yield, written as a fraction of the theoretical maximum amount of product (1.0 means a 100% yield; for example, 0.34 means a 34% yield). From a dataset of Reaction yield outcomes from USPTO patents with 853,638 reactions. (1) The reactants are [NH2:1][C:2]1[CH:24]=[CH:23][C:5]([CH2:6][CH2:7][O:8][C:9]2[CH:14]=[CH:13][C:12]([CH2:15][CH:16]([O:20][CH2:21][CH3:22])[C:17]([OH:19])=[O:18])=[CH:11][CH:10]=2)=[CH:4][CH:3]=1.[CH3:25][N:26]=[C:27](SC)[NH:28][C:29]1[CH:34]=[CH:33][CH:32]=[CH:31][CH:30]=1.C(N(CC)CC)C. The catalyst is CN(C=O)C.[Hg](Cl)Cl. The product is [NH:28]([C:27]([NH:1][C:2]1[CH:3]=[CH:4][C:5]([CH2:6][CH2:7][O:8][C:9]2[CH:14]=[CH:13][C:12]([CH2:15][CH:16]([O:20][CH2:21][CH3:22])[C:17]([OH:19])=[O:18])=[CH:11][CH:10]=2)=[CH:23][CH:24]=1)=[N:26][CH3:25])[C:29]1[CH:34]=[CH:33][CH:32]=[CH:31][CH:30]=1. The yield is 0.180. (2) The reactants are [Cl:1][C:2]1[CH:20]=[CH:19][C:5]([CH2:6][O:7][C:8](=S)[NH:9][C:10]([C:12]2[S:13][CH:14]=[CH:15][C:16]=2[Cl:17])=[O:11])=[CH:4][CH:3]=1.Cl.[NH2:22]O. The catalyst is O. The product is [Cl:1][C:2]1[CH:20]=[CH:19][C:5]([CH2:6][O:7][C:8]2[N:9]=[C:10]([C:12]3[S:13][CH:14]=[CH:15][C:16]=3[Cl:17])[O:11][N:22]=2)=[CH:4][CH:3]=1. The yield is 0.0620. (3) The reactants are [NH2:1][C:2]1[C:10]2[C:5](=[N:6][C:7]([N:13]3[CH2:18][CH2:17][CH:16]([O:19][Si:20]([C:23]([CH3:26])([CH3:25])[CH3:24])([CH3:22])[CH3:21])[CH2:15][CH2:14]3)=[CH:8]C=2CO)[S:4][C:3]=1[C:27]([NH2:29])=[O:28].[C-:30]#N.[K+].[C:33]([OH:36])(=[O:35])[CH3:34]. The catalyst is CO.O=[Mn]=O. The product is [CH3:30][O:35][C:33]([C:34]1[C:10]2[C:2]([NH2:1])=[C:3]([C:27](=[O:28])[NH2:29])[S:4][C:5]=2[N:6]=[C:7]([N:13]2[CH2:18][CH2:17][CH:16]([O:19][Si:20]([C:23]([CH3:26])([CH3:24])[CH3:25])([CH3:22])[CH3:21])[CH2:15][CH2:14]2)[CH:8]=1)=[O:36]. The yield is 0.600.